From a dataset of Full USPTO retrosynthesis dataset with 1.9M reactions from patents (1976-2016). Predict the reactants needed to synthesize the given product. (1) Given the product [C:1]([O:5][C:6](=[O:7])[NH:8][C@H:9]([CH2:13][C:14]1[CH:15]=[N:16][CH:17]=[CH:18][CH:19]=1)[CH2:10][OH:11])([CH3:4])([CH3:2])[CH3:3], predict the reactants needed to synthesize it. The reactants are: [C:1]([O:5][C:6]([NH:8][CH:9]([CH2:13][C:14]1[CH:15]=[N:16][CH:17]=[CH:18][CH:19]=1)[C:10](O)=[O:11])=[O:7])([CH3:4])([CH3:3])[CH3:2].CN1CCOCC1.C(OC(Cl)=O)C(C)C.[BH4-].[Na+]. (2) The reactants are: I[C:2]1[CH:7]=[CH:6][C:5](/[CH:8]=[CH:9]/[CH2:10][N:11]2[CH2:16][CH2:15][C:14]([CH3:18])([OH:17])[CH2:13][CH2:12]2)=[CH:4][CH:3]=1.[Cl:19][C:20]1[CH:25]=[CH:24][C:23]([C:26]2[CH:27]=[C:28]([F:34])[C:29]([C:32]#[CH:33])=[N:30][CH:31]=2)=[CH:22][CH:21]=1. Given the product [Cl:19][C:20]1[CH:25]=[CH:24][C:23]([C:26]2[CH:27]=[C:28]([F:34])[C:29]([C:32]#[C:33][C:2]3[CH:7]=[CH:6][C:5](/[CH:8]=[CH:9]/[CH2:10][N:11]4[CH2:16][CH2:15][C:14]([CH3:18])([OH:17])[CH2:13][CH2:12]4)=[CH:4][CH:3]=3)=[N:30][CH:31]=2)=[CH:22][CH:21]=1, predict the reactants needed to synthesize it. (3) The reactants are: Br[C:2]1[C:3]([CH3:24])=[C:4]([CH:21]=[CH:22][CH:23]=1)[CH2:5][NH:6][C:7]1[CH:20]=[CH:19][C:10]2[C@H:11]([CH2:14][C:15]([O:17][CH3:18])=[O:16])[CH2:12][O:13][C:9]=2[CH:8]=1.[CH3:25][C:26]1[CH:27]=[CH:28][C:29]2[O:30][CH2:31][CH2:32][NH:33][C:34]=2[N:35]=1.C(=O)([O-])[O-].[Cs+].[Cs+].C1(P(C2C=CC=CC=2)C2C3OC4C(=CC=CC=4P(C4C=CC=CC=4)C4C=CC=CC=4)C(C)(C)C=3C=CC=2)C=CC=CC=1. Given the product [CH3:24][C:3]1[C:2]([N:33]2[CH2:32][CH2:31][O:30][C:29]3[CH:28]=[CH:27][C:26]([CH3:25])=[N:35][C:34]2=3)=[CH:23][CH:22]=[CH:21][C:4]=1[CH2:5][NH:6][C:7]1[CH:20]=[CH:19][C:10]2[C@H:11]([CH2:14][C:15]([O:17][CH3:18])=[O:16])[CH2:12][O:13][C:9]=2[CH:8]=1, predict the reactants needed to synthesize it. (4) Given the product [CH:1]1([C:4]2[CH:16]=[C:8]([C:9](=[O:10])[NH:11][S:12]([CH3:15])(=[O:14])=[O:13])[C:7]([F:17])=[CH:6][C:5]=2[O:18][C@@H:19]2[CH2:24][CH2:23][CH2:22][N:21]([CH:26]([C:34]3[CH:33]=[C:32]([Cl:31])[CH:37]=[C:36]([Cl:38])[CH:35]=3)[C:25]([OH:29])=[O:28])[CH2:20]2)[CH2:2][CH2:3]1, predict the reactants needed to synthesize it. The reactants are: [CH:1]1([C:4]2[C:5]([O:18][C@@H:19]3[CH2:24][CH2:23][CH2:22][NH:21][CH2:20]3)=[CH:6][C:7]([F:17])=[C:8]([CH:16]=2)[C:9]([NH:11][S:12]([CH3:15])(=[O:14])=[O:13])=[O:10])[CH2:3][CH2:2]1.[C:25]([OH:29])(=[O:28])[CH:26]=O.O.[Cl:31][C:32]1[CH:33]=[C:34](B(O)O)[CH:35]=[C:36]([Cl:38])[CH:37]=1. (5) Given the product [O:13]=[C:14]([OH:26])[C@@H:15]([C@@H:17]([C@H:19]([C@@H:21]([C:23]([OH:25])=[O:24])[OH:22])[OH:20])[OH:18])[OH:16].[C:1]1(=[O:12])[O:11][C@H:5]2[C@H:6]([C:8]([O:10][C@H:4]2[C@@H:2]1[OH:3])=[O:9])[OH:7], predict the reactants needed to synthesize it. The reactants are: [C:1]1(=[O:12])[O:11][C@@H:5]2[C@H:6]([C:8]([O:10][C@@H:4]2[C@@H:2]1[OH:3])=[O:9])[OH:7].[O:13]=[C:14]([OH:26])[C@H:15]([C@@H:17]([C@H:19]([C@H:21]([C:23]([OH:25])=[O:24])[OH:22])[OH:20])[OH:18])[OH:16]. (6) Given the product [CH3:1][O:2][C:3]1[CH:4]=[C:5]2[C:10](=[CH:11][C:12]=1[O:13][CH3:14])[N:9]=[CH:8][CH:7]=[C:6]2[O:15][C:16]1[CH:22]=[CH:21][C:19]([NH:20][C:29](=[O:35])[O:28][C:26]2[CH:45]=[CH:46][C:41]([C:37]([CH3:40])([CH3:39])[CH3:38])=[CH:42][CH:43]=2)=[C:18]([CH3:23])[C:17]=1[CH3:24], predict the reactants needed to synthesize it. The reactants are: [CH3:1][O:2][C:3]1[CH:4]=[C:5]2[C:10](=[CH:11][C:12]=1[O:13][CH3:14])[N:9]=[CH:8][CH:7]=[C:6]2[O:15][C:16]1[CH:22]=[CH:21][C:19]([NH2:20])=[C:18]([CH3:23])[C:17]=1[CH3:24].Cl[C:26](Cl)([O:28][C:29](=[O:35])OC(Cl)(Cl)Cl)Cl.[C:37]([C:41]1[CH:46]=[CH:45]C(O)=[CH:43][CH:42]=1)([CH3:40])([CH3:39])[CH3:38].C(=O)(O)[O-].[Na+]. (7) Given the product [C:1]1([C:7]2[CH:12]=[CH:11][CH:10]=[CH:9][C:8]=2[S:13]([CH2:14][C:15]([OH:32])([CH3:31])[C:16]([NH:18][C:19]2[CH:24]=[CH:23][C:22]([C:25]#[N:26])=[C:21]([C:27]([F:28])([F:29])[F:30])[CH:20]=2)=[O:17])(=[O:38])=[O:48])[CH:2]=[CH:3][CH:4]=[CH:5][CH:6]=1, predict the reactants needed to synthesize it. The reactants are: [C:1]1([C:7]2[CH:12]=[CH:11][CH:10]=[CH:9][C:8]=2[S:13][CH2:14][C:15]([OH:32])([CH3:31])[C:16]([NH:18][C:19]2[CH:24]=[CH:23][C:22]([C:25]#[N:26])=[C:21]([C:27]([F:30])([F:29])[F:28])[CH:20]=2)=[O:17])[CH:6]=[CH:5][CH:4]=[CH:3][CH:2]=1.OO.FC(F)(F)C(OC(=O)C(F)(F)F)=[O:38].[OH2:48]. (8) Given the product [Cl:7][C:8]1[CH:9]=[C:10]2[CH:15]=[CH:16][NH:14][C:11]2=[N:12][CH:13]=1, predict the reactants needed to synthesize it. The reactants are: CC(C)([O-])C.[K+].[Cl:7][C:8]1[CH:9]=[C:10]([C:15]#[C:16][Si](C)(C)C)[C:11]([NH2:14])=[N:12][CH:13]=1. (9) Given the product [CH:31]1([C:34]2[C:35]([O:45][CH2:46][C@H:47]3[CH2:52][CH2:51][CH2:50][N:49]([CH:53]([C:55]4[CH:60]=[C:59]([Cl:61])[CH:58]=[C:57]([Cl:62])[CH:56]=4)[CH3:54])[CH2:48]3)=[CH:36][C:37]([F:44])=[C:38]([CH:43]=2)[C:39]([OH:41])=[O:40])[CH2:32][CH2:33]1, predict the reactants needed to synthesize it. The reactants are: FC1C=C(C=CC=1)CN1CCC(COC2C(C3CC3)=CC(C(OC)=O)=C(F)C=2)CC1.[CH:31]1([C:34]2[C:35]([O:45][CH2:46][C@H:47]3[CH2:52][CH2:51][CH2:50][N:49]([CH:53]([C:55]4[CH:60]=[C:59]([Cl:61])[CH:58]=[C:57]([Cl:62])[CH:56]=4)[CH3:54])[CH2:48]3)=[CH:36][C:37]([F:44])=[C:38]([CH:43]=2)[C:39]([O:41]C)=[O:40])[CH2:33][CH2:32]1.